Dataset: Reaction yield outcomes from USPTO patents with 853,638 reactions. Task: Predict the reaction yield, written as a fraction of the theoretical maximum amount of product (1.0 means a 100% yield; for example, 0.34 means a 34% yield). (1) The reactants are [NH:1]1[CH:5]=[CH:4][N:3]=[CH:2]1.[H-].[Na+].F[C:9]1[CH:10]=[N:11][CH:12]=[CH:13][CH:14]=1.C(=O)(O)[O-].[Na+]. The catalyst is CN(C=O)C. The product is [N:1]1([C:9]2[CH:10]=[N:11][CH:12]=[CH:13][CH:14]=2)[CH:5]=[CH:4][N:3]=[CH:2]1. The yield is 0.590. (2) The reactants are Br[C:2]1[CH:3]=[C:4]2[C:8](=[CH:9][C:10]=1[NH:11][C:12]([C:14]1[C:23](=[O:24])[C:22]3[C:17](=[CH:18][CH:19]=[CH:20][CH:21]=3)[NH:16][CH:15]=1)=[O:13])[NH:7][CH:6]=[CH:5]2.[C:25]1(B(O)O)[CH:30]=[CH:29][CH:28]=[CH:27][CH:26]=1.C([O-])([O-])=O.[K+].[K+]. The catalyst is CN(C=O)C.C1C=CC(P(C2C=CC=CC=2)[C-]2C=CC=C2)=CC=1.C1C=CC(P(C2C=CC=CC=2)[C-]2C=CC=C2)=CC=1.Cl[Pd]Cl.[Fe+2]. The product is [O:24]=[C:23]1[C:22]2[C:17](=[CH:18][CH:19]=[CH:20][CH:21]=2)[NH:16][CH:15]=[C:14]1[C:12]([NH:11][C:10]1[CH:9]=[C:8]2[C:4](=[CH:5][CH:6]=[N:7]2)[CH2:3][C:2]=1[C:25]1[CH:30]=[CH:29][CH:28]=[CH:27][CH:26]=1)=[O:13]. The yield is 0.130. (3) The reactants are [N+:1]([C:4]1[CH:5]=[C:6]([CH:20]=[CH:21][CH:22]=1)[C:7]([NH:9][CH2:10][C:11]1[CH:19]=[CH:18][C:14]([C:15]([O-])=[O:16])=[CH:13][CH:12]=1)=[O:8])([O-:3])=[O:2].O.[NH2:24][NH2:25]. The catalyst is CCO. The product is [NH:24]([C:15]([C:14]1[CH:18]=[CH:19][C:11]([CH2:10][NH:9][C:7](=[O:8])[C:6]2[CH:20]=[CH:21][CH:22]=[C:4]([N+:1]([O-:3])=[O:2])[CH:5]=2)=[CH:12][CH:13]=1)=[O:16])[NH2:25]. The yield is 0.760. (4) The reactants are Cl.[NH2:2][C:3]([NH2:5])=[NH:4].CC[O-].[Na+].CN([CH:13]=[C:14]1[C:19](=O)[CH2:18][CH2:17][N:16]([C:21]([O:23][C:24]([CH3:27])([CH3:26])[CH3:25])=[O:22])[CH2:15]1)C. The catalyst is C(O)C. The product is [NH2:4][C:3]1[N:5]=[CH:13][C:14]2[CH2:15][N:16]([C:21]([O:23][C:24]([CH3:27])([CH3:26])[CH3:25])=[O:22])[CH2:17][CH2:18][C:19]=2[N:2]=1. The yield is 0.250. (5) The reactants are Br[C:2]1[CH:7]=[CH:6][C:5]([Br:8])=[CH:4][N:3]=1.[C:9]1([OH:15])[CH:14]=[CH:13][CH:12]=[CH:11][CH:10]=1.CC(C)([O-])C.[K+]. The catalyst is CS(C)=O. The product is [Br:8][C:5]1[CH:6]=[CH:7][C:2]([O:15][C:9]2[CH:14]=[CH:13][CH:12]=[CH:11][CH:10]=2)=[N:3][CH:4]=1. The yield is 0.700.